This data is from NCI-60 drug combinations with 297,098 pairs across 59 cell lines. The task is: Regression. Given two drug SMILES strings and cell line genomic features, predict the synergy score measuring deviation from expected non-interaction effect. (1) Cell line: RPMI-8226. Drug 2: CC1C(C(CC(O1)OC2CC(CC3=C2C(=C4C(=C3O)C(=O)C5=C(C4=O)C(=CC=C5)OC)O)(C(=O)CO)O)N)O.Cl. Drug 1: CC1=C2C(C(=O)C3(C(CC4C(C3C(C(C2(C)C)(CC1OC(=O)C(C(C5=CC=CC=C5)NC(=O)OC(C)(C)C)O)O)OC(=O)C6=CC=CC=C6)(CO4)OC(=O)C)O)C)O. Synergy scores: CSS=42.1, Synergy_ZIP=-1.78, Synergy_Bliss=-1.74, Synergy_Loewe=-5.18, Synergy_HSA=-1.000. (2) Drug 1: CN(C)N=NC1=C(NC=N1)C(=O)N. Drug 2: CC1=CC=C(C=C1)C2=CC(=NN2C3=CC=C(C=C3)S(=O)(=O)N)C(F)(F)F. Cell line: ACHN. Synergy scores: CSS=8.88, Synergy_ZIP=-5.84, Synergy_Bliss=-1.29, Synergy_Loewe=-2.74, Synergy_HSA=-0.495. (3) Drug 1: CS(=O)(=O)C1=CC(=C(C=C1)C(=O)NC2=CC(=C(C=C2)Cl)C3=CC=CC=N3)Cl. Drug 2: C1CN1P(=S)(N2CC2)N3CC3. Cell line: NCI-H522. Synergy scores: CSS=14.5, Synergy_ZIP=-4.02, Synergy_Bliss=-0.0526, Synergy_Loewe=-0.889, Synergy_HSA=0.988.